From a dataset of Full USPTO retrosynthesis dataset with 1.9M reactions from patents (1976-2016). Predict the reactants needed to synthesize the given product. (1) Given the product [C:22]1([C:27]2[CH:28]=[CH:29][CH:30]=[CH:31][CH:32]=2)[CH:23]=[CH:24][CH:25]=[CH:26][C:21]=1[NH:20][C:19]([O:18][CH:15]1[CH2:14][CH2:13][N:12]([CH2:11][CH2:10][C:9]([CH2:8][NH:7][CH2:6][CH2:5][CH2:4][C:3]([OH:35])=[O:2])=[O:34])[CH2:17][CH2:16]1)=[O:33], predict the reactants needed to synthesize it. The reactants are: C[O:2][C:3](=[O:35])[CH2:4][CH2:5][CH2:6][NH:7][CH2:8][C:9](=[O:34])[CH2:10][CH2:11][N:12]1[CH2:17][CH2:16][CH:15]([O:18][C:19](=[O:33])[NH:20][C:21]2[CH:26]=[CH:25][CH:24]=[CH:23][C:22]=2[C:27]2[CH:32]=[CH:31][CH:30]=[CH:29][CH:28]=2)[CH2:14][CH2:13]1.[OH-].[Na+].Cl. (2) Given the product [CH2:24]([C:25]1[N:3]=[N:2][N:1]([CH:4]2[CH2:23][N:8]3[C:9]4[C:14]([C:15]([CH2:16][C:17]([O:19][CH2:20][CH2:21][CH3:22])=[O:18])=[C:7]3[CH2:6][CH2:5]2)=[CH:13][CH:12]=[CH:11][CH:10]=4)[CH:26]=1)[C:27]1[CH:32]=[CH:31][CH:30]=[CH:29][CH:28]=1, predict the reactants needed to synthesize it. The reactants are: [N:1]([CH:4]1[CH2:23][N:8]2[C:9]3[C:14]([C:15]([CH2:16][C:17]([O:19][CH2:20][CH2:21][CH3:22])=[O:18])=[C:7]2[CH2:6][CH2:5]1)=[CH:13][CH:12]=[CH:11][CH:10]=3)=[N+:2]=[N-:3].[CH2:24]([C:27]1[CH:32]=[CH:31][CH:30]=[CH:29][CH:28]=1)[C:25]#[CH:26].C(N(C(C)C)CC)(C)C. (3) Given the product [Cl:1][C:2]1[CH:3]=[C:4]([C:9]2[C:14]([OH:15])=[CH:13][C:12]([C:17]([CH3:24])([CH3:23])[C:18]([O:20][CH2:21][CH3:22])=[O:19])=[CH:11][C:10]=2[OH:25])[CH:5]=[C:6]([Cl:8])[CH:7]=1.[Cl:31][C:32]1[CH:33]=[C:34]([C:39]2[C:44]([O:45][CH3:46])=[CH:43][C:42]([C:47]([CH3:54])([CH3:53])[C:48]([O:50][CH2:51][CH3:52])=[O:49])=[CH:41][C:40]=2[OH:55])[CH:35]=[C:36]([Cl:38])[CH:37]=1, predict the reactants needed to synthesize it. The reactants are: [Cl:1][C:2]1[CH:3]=[C:4]([C:9]2[C:14]([O:15]C)=[CH:13][C:12]([C:17]([CH3:24])([CH3:23])[C:18]([O:20][CH2:21][CH3:22])=[O:19])=[CH:11][C:10]=2[O:25]C)[CH:5]=[C:6]([Cl:8])[CH:7]=1.B(Br)(Br)Br.[Cl:31][C:32]1[CH:33]=[C:34]([C:39]2[C:44]([O:45][CH3:46])=[CH:43][C:42]([C:47]([CH3:54])([CH3:53])[C:48]([O:50][CH2:51][CH3:52])=[O:49])=[CH:41][C:40]=2[OH:55])[CH:35]=[C:36]([Cl:38])[CH:37]=1. (4) Given the product [CH3:8][C:7](=[C:6]([CH2:10][CH2:11][CH2:12][CH2:13][CH3:14])[C:4](=[O:3])[CH3:5])[CH3:9], predict the reactants needed to synthesize it. The reactants are: N.[Na].[O:3]=[C:4]([CH:6]=[C:7]([CH3:9])[CH3:8])[CH3:5].[CH2:10](I)[CH2:11][CH2:12][CH2:13][CH3:14].